Dataset: Full USPTO retrosynthesis dataset with 1.9M reactions from patents (1976-2016). Task: Predict the reactants needed to synthesize the given product. (1) Given the product [NH2:9][C:4]1[CH:5]=[N:6][CH:7]=[CH:8][C:3]=1[O:2][CH3:1], predict the reactants needed to synthesize it. The reactants are: [CH3:1][O:2][C:3]1[CH:8]=[CH:7][N:6]=[CH:5][C:4]=1[N+:9]([O-])=O. (2) Given the product [CH2:5]([O:7][C:8]1[CH:15]=[CH:14][C:11]([C:12]([OH:3])=[O:13])=[C:10]([F:16])[C:9]=1[F:17])[CH3:6], predict the reactants needed to synthesize it. The reactants are: CC(C)=[O:3].[CH2:5]([O:7][C:8]1[CH:15]=[CH:14][C:11]([CH2:12][OH:13])=[C:10]([F:16])[C:9]=1[F:17])[CH3:6]. (3) Given the product [CH:1]([S:14]([CH2:16][C:17]([OH:19])=[O:18])=[O:15])([C:8]1[CH:13]=[CH:12][CH:11]=[CH:10][CH:9]=1)[C:2]1[CH:3]=[CH:4][CH:5]=[CH:6][CH:7]=1.[CH3:20][CH:21]([NH2:28])[C:22]1[CH:27]=[CH:26][CH:25]=[CH:24][CH:23]=1, predict the reactants needed to synthesize it. The reactants are: [CH:1]([S:14]([CH2:16][C:17]([OH:19])=[O:18])=[O:15])([C:8]1[CH:13]=[CH:12][CH:11]=[CH:10][CH:9]=1)[C:2]1[CH:7]=[CH:6][CH:5]=[CH:4][CH:3]=1.[CH3:20][C@H:21]([NH2:28])[C:22]1[CH:27]=[CH:26][CH:25]=[CH:24][CH:23]=1.